From a dataset of Catalyst prediction with 721,799 reactions and 888 catalyst types from USPTO. Predict which catalyst facilitates the given reaction. (1) Reactant: [CH2:1]([O:3][C:4](=[O:28])[CH2:5][N:6]([CH2:24][C:25]([OH:27])=[O:26])[C:7]1[CH:15]=[C:14]2[C:10]([C:11]([CH3:22])=[N:12][N:13]2C2CCCCO2)=[CH:9][C:8]=1[CH3:23])[CH3:2].S(=O)(=O)(O)O. Product: [CH2:1]([O:3][C:4](=[O:28])[CH2:5][N:6]([CH2:24][C:25]([OH:27])=[O:26])[C:7]1[CH:15]=[C:14]2[C:10]([C:11]([CH3:22])=[N:12][NH:13]2)=[CH:9][C:8]=1[CH3:23])[CH3:2]. The catalyst class is: 8. (2) Reactant: [CH3:1][O:2][C:3]1[C:12]2[C:7](=[CH:8][CH:9]=[CH:10][CH:11]=2)[C:6]([CH:13]=[O:14])=[CH:5][CH:4]=1.CC(=CC)C.Cl([O-])=[O:21].[Na+].P([O-])(O)(O)=O.[Na+]. Product: [CH3:1][O:2][C:3]1[C:12]2[C:7](=[CH:8][CH:9]=[CH:10][CH:11]=2)[C:6]([C:13]([OH:21])=[O:14])=[CH:5][CH:4]=1. The catalyst class is: 371. (3) Reactant: [CH2:1]([O:5][C:6]1[CH:7]=[C:8]2[C:13](=[CH:14][C:15]=1[O:16][CH2:17][CH2:18][O:19][CH3:20])[N:12]=[CH:11][C:10]([C:21]#[N:22])=[C:9]2Cl)[CH2:2][CH2:3][CH3:4].[Cl:24][C:25]1[CH:31]=[C:30]([Cl:32])[C:29]([O:33][CH3:34])=[CH:28][C:26]=1[NH2:27].Cl.N1C=CC=CC=1. Product: [CH2:1]([O:5][C:6]1[CH:7]=[C:8]2[C:13](=[CH:14][C:15]=1[O:16][CH2:17][CH2:18][O:19][CH3:20])[N:12]=[CH:11][C:10]([C:21]#[N:22])=[C:9]2[NH:27][C:26]1[CH:28]=[C:29]([O:33][CH3:34])[C:30]([Cl:32])=[CH:31][C:25]=1[Cl:24])[CH2:2][CH2:3][CH3:4]. The catalyst class is: 486. (4) Product: [C:9]1([C:5]2[N:4]=[N:3][C:2]([N:29]3[CH2:30][CH2:31][N:26]([C:21]4[N:20]=[CH:25][CH:24]=[CH:23][N:22]=4)[CH2:27][CH2:28]3)=[C:7]([OH:8])[CH:6]=2)[CH:14]=[CH:13][CH:12]=[CH:11][CH:10]=1. The catalyst class is: 6. Reactant: Cl[C:2]1[N:3]=[N:4][C:5]([C:9]2[CH:14]=[CH:13][CH:12]=[CH:11][CH:10]=2)=[CH:6][C:7]=1[OH:8].C(O)CCC.[N:20]1[CH:25]=[CH:24][CH:23]=[N:22][C:21]=1[N:26]1[CH2:31][CH2:30][NH:29][CH2:28][CH2:27]1. (5) Reactant: [CH3:1][C@@H:2]1[CH2:8][C:7]2[CH:9]=[C:10]3[O:15][CH2:14][O:13][C:11]3=[CH:12][C:6]=2[C:5]([C:16]2[CH:21]=[CH:20][C:19]([N+:22]([O-:24])=[O:23])=[CH:18][CH:17]=2)=[N:4][N:3]1[C:25](Cl)=[S:26].CN(C)C=O.C(N(CC)CC)C.[C:40]([NH:43][NH2:44])(=[O:42])[CH3:41]. Product: [CH3:1][C@@H:2]1[CH2:8][C:7]2[CH:9]=[C:10]3[O:15][CH2:14][O:13][C:11]3=[CH:12][C:6]=2[C:5]([C:16]2[CH:21]=[CH:20][C:19]([N+:22]([O-:24])=[O:23])=[CH:18][CH:17]=2)=[N:4][N:3]1[C:25]([NH:44][NH:43][C:40](=[O:42])[CH3:41])=[S:26]. The catalyst class is: 777. (6) Reactant: [Br:1][C:2]1[C:3]([C:12]2[O:13][CH:14]=[CH:15][CH:16]=2)=[N:4][C:5]([NH2:11])=[N:6][C:7]=1S(C)=O.[CH2:17]([OH:26])/[CH:18]=[CH:19]/[C:20]1[CH:25]=[CH:24][CH:23]=[CH:22][CH:21]=1.C1CCN2C(=NCCC2)CC1. Product: [Br:1][C:2]1[C:3]([C:12]2[O:13][CH:14]=[CH:15][CH:16]=2)=[N:4][C:5]([NH2:11])=[N:6][C:7]=1[O:26][CH2:17][CH:18]=[CH:19][C:20]1[CH:25]=[CH:24][CH:23]=[CH:22][CH:21]=1. The catalyst class is: 12. (7) The catalyst class is: 3. Product: [Cl:18][CH:6]([C:8]1[CH:13]=[CH:12][C:11]([Cl:14])=[CH:10][C:9]=1[Cl:15])[CH2:5][CH2:4][Cl:3]. Reactant: [Cl-].[Li+].[Cl:3][CH2:4][CH2:5][CH:6]([C:8]1[CH:13]=[CH:12][C:11]([Cl:14])=[CH:10][C:9]=1[Cl:15])O.S(Cl)([Cl:18])=O.O.